This data is from Reaction yield outcomes from USPTO patents with 853,638 reactions. The task is: Predict the reaction yield, written as a fraction of the theoretical maximum amount of product (1.0 means a 100% yield; for example, 0.34 means a 34% yield). (1) The reactants are BrCCBr.[Mg].Br[C:7]1[CH:12]=[CH:11][C:10]([O:13][CH2:14][C:15]2[CH:20]=[CH:19][CH:18]=[CH:17][C:16]=2[F:21])=[C:9]([O:22][CH3:23])[CH:8]=1.FC1C=CC=CC=1COC1C=CC=CC=1OC.[O:41]=[C:42]1[N:46]([C:47]([O:49][C:50]([CH3:53])([CH3:52])[CH3:51])=[O:48])[C@H:45]([C:54]([O:56][CH3:57])=[O:55])[CH2:44][CH2:43]1. The catalyst is C1COCC1.C(OCC)C.C(O)(C)C. The product is [CH3:53][C:50]([O:49][C:47]([NH:46][C@@H:45]([CH2:44][CH2:43][C:42]([C:7]1[CH:12]=[CH:11][C:10]([O:13][CH2:14][C:15]2[CH:20]=[CH:19][CH:18]=[CH:17][C:16]=2[F:21])=[C:9]([O:22][CH3:23])[CH:8]=1)=[O:41])[C:54]([O:56][CH3:57])=[O:55])=[O:48])([CH3:51])[CH3:52]. The yield is 0.460. (2) The reactants are [CH:1]([C:3]1[CH:11]=[CH:10][C:6]([C:7]([OH:9])=[O:8])=[C:5]([CH3:12])[CH:4]=1)=[O:2].S(=O)(=O)(O)O.[CH2:18](O)[CH3:19]. No catalyst specified. The product is [CH:1]([C:3]1[CH:11]=[CH:10][C:6]([C:7]([O:9][CH2:18][CH3:19])=[O:8])=[C:5]([CH3:12])[CH:4]=1)=[O:2]. The yield is 0.800. (3) The reactants are Cl[C:2]1[CH:7]=[C:6]([Cl:8])[N:5]=[CH:4][N:3]=1.C([O-])([O-])=O.[Cs+].[Cs+].[O:15]1[CH2:20][CH2:19][CH:18]([NH2:21])[CH2:17][CH2:16]1. The catalyst is CN(C)C=O.C(OCC)(=O)C. The product is [Cl:8][C:6]1[N:5]=[CH:4][N:3]=[C:2]([NH:21][CH:18]2[CH2:19][CH2:20][O:15][CH2:16][CH2:17]2)[CH:7]=1. The yield is 0.652. (4) The reactants are [Cl:1][C:2]1[CH:3]=[C:4]([C:9]2[CH:14]=[CH:13][CH:12]=[C:11]([CH:15]([C:30]3([OH:36])[CH2:35][CH2:34][CH2:33][CH2:32][CH2:31]3)[CH2:16][N:17]3[CH2:22][CH2:21][N:20](C(OC(C)(C)C)=O)[CH2:19][CH2:18]3)[CH:10]=2)[CH:5]=[CH:6][C:7]=1[Cl:8].[ClH:37].CO. The catalyst is C(OCC)C. The product is [ClH:1].[ClH:37].[Cl:1][C:2]1[CH:3]=[C:4]([C:9]2[CH:14]=[CH:13][CH:12]=[C:11]([CH:15]([C:30]3([OH:36])[CH2:31][CH2:32][CH2:33][CH2:34][CH2:35]3)[CH2:16][N:17]3[CH2:22][CH2:21][NH:20][CH2:19][CH2:18]3)[CH:10]=2)[CH:5]=[CH:6][C:7]=1[Cl:8]. The yield is 0.810. (5) The reactants are [NH:1]1[CH:5]=[C:4]([C:6]2[C:14]3[C:13]([NH:15][C@H:16]([C:18]4[N:23]([C:24]5[CH:29]=[CH:28][CH:27]=[CH:26][CH:25]=5)[C:22](=[O:30])[C:21]5=[C:31]([CH3:34])[CH:32]=[CH:33][N:20]5[N:19]=4)[CH3:17])=[N:12][CH:11]=[N:10][C:9]=3[N:8](COCC[Si](C)(C)C)[CH:7]=2)[CH:3]=[N:2]1.FC(F)(F)C(O)=O.N. No catalyst specified. The product is [NH:1]1[CH:5]=[C:4]([C:6]2[C:14]3[C:13]([NH:15][C@H:16]([C:18]4[N:23]([C:24]5[CH:29]=[CH:28][CH:27]=[CH:26][CH:25]=5)[C:22](=[O:30])[C:21]5=[C:31]([CH3:34])[CH:32]=[CH:33][N:20]5[N:19]=4)[CH3:17])=[N:12][CH:11]=[N:10][C:9]=3[NH:8][CH:7]=2)[CH:3]=[N:2]1. The yield is 0.660.